This data is from Reaction yield outcomes from USPTO patents with 853,638 reactions. The task is: Predict the reaction yield, written as a fraction of the theoretical maximum amount of product (1.0 means a 100% yield; for example, 0.34 means a 34% yield). (1) The reactants are C(P(CCCC)CCCC)CCC.[CH3:14][O:15][CH2:16][CH2:17]O.O1CCCC1.[F:24][C:25]1[CH:54]=[C:53]([F:55])[CH:52]=[CH:51][C:26]=1[O:27][C:28]1[CH:33]=[CH:32][C:31]([NH:34][S:35]([CH2:38][CH3:39])(=[O:37])=[O:36])=[CH:30][C:29]=1[C:40]1[C:41]2[CH:50]=[CH:49][NH:48][C:42]=2[C:43](=[O:47])[N:44]([CH3:46])[CH:45]=1. The catalyst is C1(C)C=CC=CC=1. The product is [F:24][C:25]1[CH:54]=[C:53]([F:55])[CH:52]=[CH:51][C:26]=1[O:27][C:28]1[CH:33]=[CH:32][C:31]([N:34]([CH2:17][CH2:16][O:15][CH3:14])[S:35]([CH2:38][CH3:39])(=[O:37])=[O:36])=[CH:30][C:29]=1[C:40]1[C:41]2[CH:50]=[CH:49][NH:48][C:42]=2[C:43](=[O:47])[N:44]([CH3:46])[CH:45]=1. The yield is 0.0424. (2) The reactants are C(OC([N:8]1[CH2:12][C@@H:11]([O:13][CH2:14][C:15]2[CH:20]=[CH:19][CH:18]=[CH:17][CH:16]=2)[CH2:10][C@H:9]1[C:21]([OH:23])=[O:22])=O)(C)(C)C.FC(F)(F)C(O)=O. The catalyst is ClCCl. The product is [CH2:14]([O:13][C@@H:11]1[CH2:12][NH:8][C@H:9]([C:21]([OH:23])=[O:22])[CH2:10]1)[C:15]1[CH:20]=[CH:19][CH:18]=[CH:17][CH:16]=1. The yield is 0.330. (3) The reactants are Br[C:2]1[C:3]([C:25]2[CH:30]=[CH:29][N:28]=[CH:27][CH:26]=2)=[C:4]([C:17]2[CH:22]=[CH:21][C:20]([F:23])=[C:19]([F:24])[CH:18]=2)[N:5]([Si](C(C)C)(C(C)C)C(C)C)[CH:6]=1.[CH3:31][O:32][C:33]1[CH:38]=[CH:37][C:36]([C@H:39]2[CH2:47][N:46]3[C@H:41]([CH2:42][C:43](=O)[CH2:44][CH2:45]3)[CH2:40]2)=[CH:35][CH:34]=1.C(OCC)(=O)C.C(N)(C)C. The catalyst is CO. The product is [F:24][C:19]1[CH:18]=[C:17]([C:4]2[NH:5][CH:6]=[C:2]([C:43]3[CH2:44][CH2:45][N:46]4[C@H:41]([CH:42]=3)[CH2:40][C@@H:39]([C:36]3[CH:35]=[CH:34][C:33]([O:32][CH3:31])=[CH:38][CH:37]=3)[CH2:47]4)[C:3]=2[C:25]2[CH:30]=[CH:29][N:28]=[CH:27][CH:26]=2)[CH:22]=[CH:21][C:20]=1[F:23]. The yield is 0.480. (4) The reactants are CN(C=O)C.Br[CH2:7][C:8]1[CH:13]=[CH:12][CH:11]=[C:10]([N+:14]([O-:16])=[O:15])[CH:9]=1.[F:17][C:18]1[C:23]([F:24])=[CH:22][C:21]([C:25]2[CH:30]=[CH:29][C:28]([OH:31])=[CH:27][CH:26]=2)=[C:20]([O:32][CH3:33])[CH:19]=1.C[Si]([N-][Si](C)(C)C)(C)C.[Li+]. The catalyst is C(OCC)(=O)C. The product is [F:17][C:18]1[C:23]([F:24])=[CH:22][C:21]([C:25]2[CH:26]=[CH:27][C:28]([O:31][CH2:7][C:8]3[CH:13]=[CH:12][CH:11]=[C:10]([N+:14]([O-:16])=[O:15])[CH:9]=3)=[CH:29][CH:30]=2)=[C:20]([O:32][CH3:33])[CH:19]=1. The yield is 0.950. (5) The reactants are [OH:1][C:2]([C:41]1[S:42][CH:43]=[CH:44][CH:45]=1)([C:36]1[S:37][CH:38]=[CH:39][CH:40]=1)[C:3]([O:5][C@H:6]1[CH2:11][CH2:10][C@H:9]([N:12]([CH3:35])[CH2:13][CH2:14][CH2:15][C:16]2[O:20][N:19]=[C:18]([C:21]3[CH:26]=[CH:25][C:24]([CH2:27][O:28]C4CCCCO4)=[CH:23][CH:22]=3)[N:17]=2)[CH2:8][CH2:7]1)=[O:4].Cl.C(=O)(O)[O-]. The catalyst is O1CCCC1. The product is [OH:1][C:2]([C:36]1[S:37][CH:38]=[CH:39][CH:40]=1)([C:41]1[S:42][CH:43]=[CH:44][CH:45]=1)[C:3]([O:5][C@H:6]1[CH2:7][CH2:8][C@H:9]([N:12]([CH2:13][CH2:14][CH2:15][C:16]2[O:20][N:19]=[C:18]([C:21]3[CH:26]=[CH:25][C:24]([CH2:27][OH:28])=[CH:23][CH:22]=3)[N:17]=2)[CH3:35])[CH2:10][CH2:11]1)=[O:4]. The yield is 0.750.